Dataset: Catalyst prediction with 721,799 reactions and 888 catalyst types from USPTO. Task: Predict which catalyst facilitates the given reaction. Reactant: [C:1]1([C:7]2([CH2:12][OH:13])[O:11][CH2:10][CH2:9][O:8]2)[CH:6]=[CH:5][CH:4]=[CH:3][CH:2]=1.[H-].[Na+].[F:16][C:17]([F:31])([F:30])[C:18]1[CH:19]=[C:20]([CH:23]=[C:24]([C:26]([F:29])([F:28])[F:27])[CH:25]=1)[CH2:21]Br.O. Product: [F:16][C:17]([F:30])([F:31])[C:18]1[CH:19]=[C:20]([CH:23]=[C:24]([C:26]([F:29])([F:27])[F:28])[CH:25]=1)[CH2:21][O:13][CH2:12][C:7]1([C:1]2[CH:2]=[CH:3][CH:4]=[CH:5][CH:6]=2)[O:11][CH2:10][CH2:9][O:8]1. The catalyst class is: 3.